Dataset: Catalyst prediction with 721,799 reactions and 888 catalyst types from USPTO. Task: Predict which catalyst facilitates the given reaction. (1) Reactant: [C:1]([C:5]1[CH:12]=[CH:11][C:8]([CH:9]=O)=[CH:7][CH:6]=1)([CH3:4])([CH3:3])[CH3:2].[F:13][C:14]([F:25])([F:24])[C:15]1[CH:20]=[CH:19][C:18]([CH2:21][CH2:22][NH2:23])=[CH:17][CH:16]=1.[BH4-].[Na+].Cl. Product: [C:1]([C:5]1[CH:12]=[CH:11][C:8]([CH2:9][NH:23][CH2:22][CH2:21][C:18]2[CH:17]=[CH:16][C:15]([C:14]([F:13])([F:24])[F:25])=[CH:20][CH:19]=2)=[CH:7][CH:6]=1)([CH3:4])([CH3:3])[CH3:2]. The catalyst class is: 5. (2) Reactant: [CH2:1]([OH:4])[CH:2]=[CH2:3].[H-].[Na+].[F:7][C:8]1[CH:9]=[C:10]([Br:15])[CH:11]=[C:12](F)[CH:13]=1. Product: [CH2:1]([O:4][C:12]1[CH:13]=[C:8]([F:7])[CH:9]=[C:10]([Br:15])[CH:11]=1)[CH:2]=[CH2:3]. The catalyst class is: 44. (3) Reactant: Br[C:2]1[CH:3]=[C:4]([CH:7]=[C:8]([F:10])[CH:9]=1)[CH:5]=[O:6].CC1(C)C(C)(C)OB([C:19]2[CH:24]=[CH:23][N:22]=[CH:21][CH:20]=2)O1.C([O-])([O-])=O.[K+].[K+]. Product: [F:10][C:8]1[CH:7]=[C:4]([CH:3]=[C:2]([C:19]2[CH:24]=[CH:23][N:22]=[CH:21][CH:20]=2)[CH:9]=1)[CH:5]=[O:6]. The catalyst class is: 73. (4) Product: [CH2:19]([S:26][C:2]1[N:6]([CH3:7])[N:5]=[C:4]([C:8]([F:14])([F:13])[C:9]([F:12])([F:11])[F:10])[C:3]=1[C:15]([F:18])([F:17])[F:16])[C:20]1[CH:25]=[CH:24][CH:23]=[CH:22][CH:21]=1. The catalyst class is: 10. Reactant: F[C:2]1[N:6]([CH3:7])[N:5]=[C:4]([C:8]([F:14])([F:13])[C:9]([F:12])([F:11])[F:10])[C:3]=1[C:15]([F:18])([F:17])[F:16].[CH2:19]([SH:26])[C:20]1[CH:25]=[CH:24][CH:23]=[CH:22][CH:21]=1.C(N(CC)CC)C. (5) Reactant: [NH2:1][C@H:2]1[CH2:7][CH2:6][CH2:5][CH2:4][C@@H:3]1[NH:8][CH:9]1[CH2:14][CH2:13][N:12]([C:15]2([CH3:26])[CH2:20][CH2:19][N:18]([C:21]([O:23][CH2:24][CH3:25])=[O:22])[CH2:17][CH2:16]2)[CH2:11][CH2:10]1.Cl[C:28](Cl)([O:30]C(=O)OC(Cl)(Cl)Cl)Cl.C(N(C(C)C)CC)(C)C.O. Product: [O:30]=[C:28]1[N:8]([CH:9]2[CH2:14][CH2:13][N:12]([C:15]3([CH3:26])[CH2:16][CH2:17][N:18]([C:21]([O:23][CH2:24][CH3:25])=[O:22])[CH2:19][CH2:20]3)[CH2:11][CH2:10]2)[C@H:3]2[CH2:4][CH2:5][CH2:6][CH2:7][C@@H:2]2[NH:1]1. The catalyst class is: 4. (6) Reactant: [OH-].[Na+].C[O:4][C:5](=[O:31])[CH2:6][C:7]1[CH:8]=[C:9]2[C:13](=[CH:14][CH:15]=1)[N:12]([C:16]1[C:17]3[CH2:30][CH2:29][CH2:28][C:18]=3[N:19]=[C:20]([C:22]3[S:23][C:24]([Cl:27])=[CH:25][CH:26]=3)[N:21]=1)[CH2:11][CH2:10]2.Cl. Product: [Cl:27][C:24]1[S:23][C:22]([C:20]2[N:21]=[C:16]([N:12]3[C:13]4[C:9](=[CH:8][C:7]([CH2:6][C:5]([OH:31])=[O:4])=[CH:15][CH:14]=4)[CH2:10][CH2:11]3)[C:17]3[CH2:30][CH2:29][CH2:28][C:18]=3[N:19]=2)=[CH:26][CH:25]=1. The catalyst class is: 5. (7) Reactant: [NH2:1][C:2]1[N:3]=[CH:4][C:5]([C:8]2[C:9]([F:19])=[C:10]([OH:18])[C:11]([CH:14]3[CH2:17][CH2:16][CH2:15]3)=[CH:12][CH:13]=2)=[N:6][CH:7]=1.Cl[C:21]1[CH:26]=[C:25]([CH3:27])[N:24]=[C:23]([NH2:28])[N:22]=1.C([O-])([O-])=O.[K+].[K+].C1OCCOCCOCCOCCOCCOC1. Product: [NH2:1][C:2]1[N:3]=[CH:4][C:5]([C:8]2[C:9]([F:19])=[C:10]([C:11]([CH:14]3[CH2:15][CH2:16][CH2:17]3)=[CH:12][CH:13]=2)[O:18][C:21]2[CH:26]=[C:25]([CH3:27])[N:24]=[C:23]([NH2:28])[N:22]=2)=[N:6][CH:7]=1. The catalyst class is: 16. (8) Reactant: [CH2:1]([O:4][C:5]1[CH:14]=[CH:13][C:8]2[N:9]=[C:10]([NH2:12])[S:11][C:7]=2[CH:6]=1)[C:2]#[CH:3].[CH3:15][O:16][C:17]1[CH:33]=[CH:32][C:20]([C:21]([C:23]2[CH:31]=[CH:30][C:26]([C:27](O)=[O:28])=[CH:25][CH:24]=2)=[O:22])=[CH:19][CH:18]=1.CN(C(ON1N=NC2C=CC=CC1=2)=[N+](C)C)C.[B-](F)(F)(F)F.C(N(CC)CC)C. Product: [CH3:15][O:16][C:17]1[CH:33]=[CH:32][C:20]([C:21]([C:23]2[CH:31]=[CH:30][C:26]([C:27]([NH:12][C:10]3[S:11][C:7]4[CH:6]=[C:5]([O:4][CH2:1][C:2]#[CH:3])[CH:14]=[CH:13][C:8]=4[N:9]=3)=[O:28])=[CH:25][CH:24]=2)=[O:22])=[CH:19][CH:18]=1. The catalyst class is: 241. (9) Product: [ClH:1].[NH2:17][CH:14]1[C:15](=[O:16])[N:9]([CH2:8][C:7]2[CH:6]=[CH:5][C:4]([O:3][CH3:2])=[CH:28][CH:27]=2)[C:10]2[CH:26]=[CH:25][CH:24]=[CH:23][C:11]=2[C:12]2[CH:22]=[CH:21][CH:20]=[CH:19][C:13]1=2. The catalyst class is: 19. Reactant: [ClH:1].[CH3:2][O:3][C:4]1[CH:28]=[CH:27][C:7]([CH2:8][N:9]2[C:15](=[O:16])[C:14](=[N:17]O)[C:13]3[CH:19]=[CH:20][CH:21]=[CH:22][C:12]=3[C:11]3[CH:23]=[CH:24][CH:25]=[CH:26][C:10]2=3)=[CH:6][CH:5]=1. (10) Reactant: [C:1]1([C:7](=O)[CH3:8])[CH2:6][CH2:5][CH2:4][CH2:3][CH:2]=1.[CH3:10][O:11][NH2:12]. Product: [CH3:10][O:11][N:12]=[C:7]([C:1]1[CH2:6][CH2:5][CH2:4][CH2:3][CH:2]=1)[CH3:8]. The catalyst class is: 15.